From a dataset of Full USPTO retrosynthesis dataset with 1.9M reactions from patents (1976-2016). Predict the reactants needed to synthesize the given product. (1) Given the product [Cl:14][CH2:13][CH2:12][CH2:11][O:1][C:2]1[CH:9]=[CH:8][C:5]([CH:6]=[O:7])=[CH:4][CH:3]=1, predict the reactants needed to synthesize it. The reactants are: [OH:1][C:2]1[CH:9]=[CH:8][C:5]([CH:6]=[O:7])=[CH:4][CH:3]=1.Br[CH2:11][CH2:12][CH2:13][Cl:14].C(=O)([O-])[O-].[K+].[K+]. (2) The reactants are: C(OC([NH:8][CH2:9][CH2:10][CH2:11][N:12]([S:22]([C:25]1[CH:34]=[CH:33][CH:32]=[C:31]2[C:26]=1[C:27]([CH3:35])=[CH:28][N:29]=[CH:30]2)(=[O:24])=[O:23])[CH2:13][CH2:14][CH2:15][C:16]1[CH:21]=[CH:20][CH:19]=[CH:18][CH:17]=1)=O)(C)(C)C.[ClH:36].CO. Given the product [ClH:36].[CH3:35][C:27]1[C:26]2[C:31](=[CH:32][CH:33]=[CH:34][C:25]=2[S:22]([N:12]([CH2:13][CH2:14][CH2:15][C:16]2[CH:17]=[CH:18][CH:19]=[CH:20][CH:21]=2)[CH2:11][CH2:10][CH2:9][NH2:8])(=[O:23])=[O:24])[CH:30]=[N:29][CH:28]=1, predict the reactants needed to synthesize it. (3) Given the product [F:1][C:2]1[CH:3]=[C:4]([N:14]2[C:15](=[O:20])[CH:16]=[C:17]([CH3:18])[N:30]=[C:28]2[CH2:27][O:26][C:25]2[CH:31]=[CH:32][CH:33]=[C:23]([O:22][CH3:21])[CH:24]=2)[CH:5]=[CH:6][C:7]=1[N:8]1[CH2:13][CH2:12][O:11][CH2:10][CH2:9]1, predict the reactants needed to synthesize it. The reactants are: [F:1][C:2]1[CH:3]=[C:4]([NH:14][C:15](=[O:20])[CH2:16][C:17](=O)[CH3:18])[CH:5]=[CH:6][C:7]=1[N:8]1[CH2:13][CH2:12][O:11][CH2:10][CH2:9]1.[CH3:21][O:22][C:23]1[CH:24]=[C:25]([CH:31]=[CH:32][CH:33]=1)[O:26][CH2:27][C:28]([NH2:30])=O.C1(C)C=CC=CC=1.[NH4+].[Cl-]. (4) Given the product [F:1][C:2]1[CH:3]=[C:4]([C:8]([CH:13]2[CH2:17][CH2:16][CH2:15][CH2:14]2)([CH3:19])[C:9]([O:11][CH3:12])=[O:10])[CH:5]=[CH:6][CH:7]=1, predict the reactants needed to synthesize it. The reactants are: [F:1][C:2]1[CH:3]=[C:4]([CH:8]([CH:13]2[CH2:17][CH2:16][CH2:15][CH2:14]2)[C:9]([O:11][CH3:12])=[O:10])[CH:5]=[CH:6][CH:7]=1.I[CH3:19]. (5) Given the product [N+:1]([C:4]1[CH:9]=[CH:8][C:7]([S:10][CH:18]2[CH2:23][CH2:22][N:21]([C:24]([O:26][C:27]([CH3:30])([CH3:29])[CH3:28])=[O:25])[CH2:20][CH2:19]2)=[CH:6][CH:5]=1)([O-:3])=[O:2], predict the reactants needed to synthesize it. The reactants are: [N+:1]([C:4]1[CH:9]=[CH:8][C:7]([SH:10])=[CH:6][CH:5]=1)([O-:3])=[O:2].[H-].[Na+].CS(O[CH:18]1[CH2:23][CH2:22][N:21]([C:24]([O:26][C:27]([CH3:30])([CH3:29])[CH3:28])=[O:25])[CH2:20][CH2:19]1)(=O)=O. (6) Given the product [OH:27][C@@H:24]1[CH2:25][CH2:26][N:22]([C:3]2[C:2]([C:32]3[CH:33]=[N:28][CH:29]=[N:30][CH:31]=3)=[CH:21][C:6]([C:7]([NH:9][C:10]3[CH:15]=[CH:14][C:13]([S:16][C:17]([F:20])([F:19])[F:18])=[CH:12][CH:11]=3)=[O:8])=[CH:5][N:4]=2)[CH2:23]1, predict the reactants needed to synthesize it. The reactants are: Br[C:2]1[C:3]([N:22]2[CH2:26][CH2:25][C@@H:24]([OH:27])[CH2:23]2)=[N:4][CH:5]=[C:6]([CH:21]=1)[C:7]([NH:9][C:10]1[CH:15]=[CH:14][C:13]([S:16][C:17]([F:20])([F:19])[F:18])=[CH:12][CH:11]=1)=[O:8].[N:28]1[CH:33]=[C:32](B(O)O)[CH:31]=[N:30][CH:29]=1.C([O-])([O-])=O.[Na+].[Na+].